This data is from NCI-60 drug combinations with 297,098 pairs across 59 cell lines. The task is: Regression. Given two drug SMILES strings and cell line genomic features, predict the synergy score measuring deviation from expected non-interaction effect. Drug 1: C1CCC(C1)C(CC#N)N2C=C(C=N2)C3=C4C=CNC4=NC=N3. Drug 2: CS(=O)(=O)C1=CC(=C(C=C1)C(=O)NC2=CC(=C(C=C2)Cl)C3=CC=CC=N3)Cl. Cell line: PC-3. Synergy scores: CSS=-1.88, Synergy_ZIP=0.784, Synergy_Bliss=-0.234, Synergy_Loewe=-2.64, Synergy_HSA=-2.09.